This data is from Reaction yield outcomes from USPTO patents with 853,638 reactions. The task is: Predict the reaction yield, written as a fraction of the theoretical maximum amount of product (1.0 means a 100% yield; for example, 0.34 means a 34% yield). The reactants are [Br:1][C:2]1[C:3]([Cl:11])=[C:4]2[CH:10]=[CH:9][NH:8][C:5]2=[N:6][CH:7]=1.[I:12]N1C(=O)CCC1=O. The catalyst is CC(C)=O.O.S([O-])([O-])(=O)=S.[Na+].[Na+]. The product is [Br:1][C:2]1[C:3]([Cl:11])=[C:4]2[C:10]([I:12])=[CH:9][NH:8][C:5]2=[N:6][CH:7]=1. The yield is 0.960.